This data is from Reaction yield outcomes from USPTO patents with 853,638 reactions. The task is: Predict the reaction yield, written as a fraction of the theoretical maximum amount of product (1.0 means a 100% yield; for example, 0.34 means a 34% yield). (1) The reactants are I[C:2]1[CH:7]=[CH:6][C:5]([CH3:8])=[CH:4][CH:3]=1.[C:9]([Si:11]([CH3:14])([CH3:13])[CH3:12])#[CH:10]. The catalyst is CN(C=O)C.[Cu]I.Cl[Pd](Cl)([P](C1C=CC=CC=1)(C1C=CC=CC=1)C1C=CC=CC=1)[P](C1C=CC=CC=1)(C1C=CC=CC=1)C1C=CC=CC=1. The product is [CH3:12][Si:11]([CH3:14])([CH3:13])[C:9]#[C:10][C:2]1[CH:7]=[CH:6][C:5]([CH3:8])=[CH:4][CH:3]=1. The yield is 0.930. (2) The reactants are [C:1]([O:5][C:6]([N:8]1[C:17]2[C:12](=[CH:13][CH:14]=[C:15]([N+:18]([O-])=O)[CH:16]=2)[C:11]([CH3:22])([CH3:21])[CH2:10][CH2:9]1)=[O:7])([CH3:4])([CH3:3])[CH3:2]. The catalyst is CO.[Pd]. The product is [NH2:18][C:15]1[CH:16]=[C:17]2[C:12]([C:11]([CH3:22])([CH3:21])[CH2:10][CH2:9][N:8]2[C:6]([O:5][C:1]([CH3:4])([CH3:3])[CH3:2])=[O:7])=[CH:13][CH:14]=1. The yield is 0.950. (3) The catalyst is O. The reactants are [Br:1][C:2]1[C:3](O)=[N:4][CH:5]=[C:6]([N+:8]([O-:10])=[O:9])[CH:7]=1.P(Br)(Br)([Br:14])=O.P(Br)(Br)Br. The product is [Br:14][C:3]1[C:2]([Br:1])=[CH:7][C:6]([N+:8]([O-:10])=[O:9])=[CH:5][N:4]=1. The yield is 0.730.